This data is from Full USPTO retrosynthesis dataset with 1.9M reactions from patents (1976-2016). The task is: Predict the reactants needed to synthesize the given product. Given the product [CH3:27][O:26][N:24]([CH3:25])[C:22]([C:21]1[O:1][C:2]2[CH:7]=[CH:6][C:5]([CH3:8])=[CH:4][C:3]=2[C:9]=1[CH3:10])=[O:23], predict the reactants needed to synthesize it. The reactants are: [OH:1][C:2]1[CH:7]=[CH:6][C:5]([CH3:8])=[CH:4][C:3]=1[C:9](=O)[CH3:10].C(=O)([O-])[O-].[K+].[K+].[I-].[Na+].Cl[CH2:21][C:22]([N:24]([O:26][CH3:27])[CH3:25])=[O:23].